This data is from Forward reaction prediction with 1.9M reactions from USPTO patents (1976-2016). The task is: Predict the product of the given reaction. (1) Given the reactants [C:1]([C:3]1[CH:4]=[C:5]([C:13]2[S:14][C:15]([C:18]3[CH:23]=[CH:22][C:21]([O:24][CH2:25][CH2:26][CH2:27][C:28]([O:30]CC)=[O:29])=[CH:20][C:19]=3[CH2:33][CH3:34])=[CH:16][N:17]=2)[CH:6]=[CH:7][C:8]=1[O:9][CH:10]([CH3:12])[CH3:11])#[N:2].[OH-].[Na+].CC(O)=O, predict the reaction product. The product is: [C:1]([C:3]1[CH:4]=[C:5]([C:13]2[S:14][C:15]([C:18]3[CH:23]=[CH:22][C:21]([O:24][CH2:25][CH2:26][CH2:27][C:28]([OH:30])=[O:29])=[CH:20][C:19]=3[CH2:33][CH3:34])=[CH:16][N:17]=2)[CH:6]=[CH:7][C:8]=1[O:9][CH:10]([CH3:12])[CH3:11])#[N:2]. (2) Given the reactants [CH:1]1([CH2:5][C:6]2[N:7]=[C:8]([C:11]([NH:13][NH:14][C:15](=[O:24])[CH2:16][C:17]([CH3:23])([CH3:22])[C:18]([O:20][CH3:21])=[O:19])=O)[S:9][CH:10]=2)[CH2:4][CH2:3][CH2:2]1.N1C=CC=CC=1.O(S(C(F)(F)F)(=O)=O)S(C(F)(F)F)(=O)=O, predict the reaction product. The product is: [CH:1]1([CH2:5][C:6]2[N:7]=[C:8]([C:11]3[O:24][C:15]([CH2:16][C:17]([CH3:22])([CH3:23])[C:18]([O:20][CH3:21])=[O:19])=[N:14][N:13]=3)[S:9][CH:10]=2)[CH2:2][CH2:3][CH2:4]1. (3) Given the reactants [OH-].[Na+:2].[C:3]([CH:5]([C:12]1[CH:17]=[CH:16][C:15]([O:18][CH2:19][C:20]2[CH:25]=[CH:24][C:23]([O:26][CH2:27]/[C:28](=[N:35]/[O:36][CH3:37])/[C:29]3[CH:34]=[CH:33][CH:32]=[CH:31][CH:30]=3)=[CH:22][CH:21]=2)=[CH:14][CH:13]=1)[CH2:6][C:7]([O:9]CC)=[O:8])#[N:4], predict the reaction product. The product is: [C:3]([CH:5]([C:12]1[CH:13]=[CH:14][C:15]([O:18][CH2:19][C:20]2[CH:25]=[CH:24][C:23]([O:26][CH2:27]/[C:28](=[N:35]/[O:36][CH3:37])/[C:29]3[CH:30]=[CH:31][CH:32]=[CH:33][CH:34]=3)=[CH:22][CH:21]=2)=[CH:16][CH:17]=1)[CH2:6][C:7]([O-:9])=[O:8])#[N:4].[Na+:2]. (4) Given the reactants C([O:3][C:4]([C:6]1[CH:7]=[N:8][N:9]([C:11]2[NH:20][C:19](=[O:21])[C:18]3[C:13](=[CH:14][CH:15]=[C:16]([O:22][C:23]4[C:32]5[C:27](=[CH:28][CH:29]=[CH:30][CH:31]=5)[CH:26]=[CH:25][CH:24]=4)[CH:17]=3)[N:12]=2)[CH:10]=1)=[O:5])C.[OH-].[K+], predict the reaction product. The product is: [C:23]1([O:22][C:16]2[CH:17]=[C:18]3[C:13](=[CH:14][CH:15]=2)[N:12]=[C:11]([N:9]2[CH:10]=[C:6]([C:4]([OH:5])=[O:3])[CH:7]=[N:8]2)[NH:20][C:19]3=[O:21])[C:32]2[C:27](=[CH:28][CH:29]=[CH:30][CH:31]=2)[CH:26]=[CH:25][CH:24]=1. (5) Given the reactants C(O)[C:2](N)([CH2:5][OH:6])CO.Cl.C(S)[C@@H](O)[C@H]([OH:15])CS.[CH2:18]([N:29]([CH2:34]C(O)=O)CC(O)=O)[CH2:19][N:20](CC(O)=O)CC(O)=O, predict the reaction product. The product is: [CH:19]1[N:20]=[CH:34][NH:29][C:18]=1[CH2:2][C:5]([OH:6])=[O:15].